This data is from Full USPTO retrosynthesis dataset with 1.9M reactions from patents (1976-2016). The task is: Predict the reactants needed to synthesize the given product. (1) The reactants are: I[C:2]1[CH:10]=[CH:9][C:8]([S:11]([CH3:14])(=[O:13])=[O:12])=[CH:7][C:3]=1[C:4]([OH:6])=[O:5].[F:15][C:16]1[CH:17]=[C:18](B(O)O)[CH:19]=[CH:20][CH:21]=1. Given the product [F:15][C:16]1[CH:21]=[C:20]([C:2]2[C:3]([C:4]([OH:6])=[O:5])=[CH:7][C:8]([S:11]([CH3:14])(=[O:13])=[O:12])=[CH:9][CH:10]=2)[CH:19]=[CH:18][CH:17]=1, predict the reactants needed to synthesize it. (2) Given the product [CH:1]([C:4]1[C:5]([C:16]#[N:17])=[N:6][CH:7]=[C:8]([N:10]2[CH2:11][CH2:12][O:13][CH2:14][CH2:15]2)[CH:9]=1)([CH3:3])[CH3:2], predict the reactants needed to synthesize it. The reactants are: [C:1]([C:4]1[C:5]([C:16]#[N:17])=[N:6][CH:7]=[C:8]([N:10]2[CH2:15][CH2:14][O:13][CH2:12][CH2:11]2)[CH:9]=1)([CH3:3])=[CH2:2]. (3) Given the product [CH3:1][C:2]1[CH:7]=[CH:6][CH:5]=[CH:4][C:3]=1[C:12]1[O:16][C:15]([CH:17]=[O:18])=[CH:14][CH:13]=1, predict the reactants needed to synthesize it. The reactants are: [CH3:1][C:2]1[CH:7]=[CH:6][CH:5]=[CH:4][C:3]=1B(O)O.Br[C:12]1[O:16][C:15]([CH:17]=[O:18])=[CH:14][CH:13]=1.C1(P(C2C=CC=CC=2)C2C=CC=CC=2)C=CC=CC=1.C(=O)(O)[O-].[Na+]. (4) Given the product [CH3:1][CH:2]([CH2:3][CH2:4][CH2:5][C:6]([CH3:8])([OH:9])[CH3:7])[C:10](=[CH2:15])[CH:11]=[O:12], predict the reactants needed to synthesize it. The reactants are: [CH3:1][CH:2]([CH2:10][CH:11]=[O:12])[CH2:3][CH2:4][CH2:5][C:6]([OH:9])([CH3:8])[CH3:7].C=O.[CH2:15](NCCCC)CCC.C(O)(=O)CCCCC.